From a dataset of HIV replication inhibition screening data with 41,000+ compounds from the AIDS Antiviral Screen. Binary Classification. Given a drug SMILES string, predict its activity (active/inactive) in a high-throughput screening assay against a specified biological target. (1) The molecule is COc1ccc(C(C)=NNC(=S)N(C)C)c(O)c1. The result is 0 (inactive). (2) The drug is CC(C)(C)n1c(=O)[nH]c(=O)n1C(C)(C)C. The result is 0 (inactive). (3) The compound is CCOc1ccc(N=NC2C(=O)N(C(=O)CC(=O)Nc3ccccc3)N=C2C)cc1. The result is 0 (inactive). (4) The drug is O=c1ccc2nc3ccc(O)cc3oc-2c1. The result is 0 (inactive).